From a dataset of Reaction yield outcomes from USPTO patents with 853,638 reactions. Predict the reaction yield, written as a fraction of the theoretical maximum amount of product (1.0 means a 100% yield; for example, 0.34 means a 34% yield). (1) The reactants are [C:1]([C:5]1[CH:9]=[C:8]([C:10]([O:12][CH2:13][CH3:14])=[O:11])[N:7]([CH2:15][C:16]([N:18]([CH3:20])[CH3:19])=O)[N:6]=1)([CH3:4])([CH3:3])[CH3:2].B.C1COCC1. The catalyst is C1COCC1. The product is [C:1]([C:5]1[CH:9]=[C:8]([C:10]([O:12][CH2:13][CH3:14])=[O:11])[N:7]([CH2:15][CH2:16][N:18]([CH3:20])[CH3:19])[N:6]=1)([CH3:2])([CH3:3])[CH3:4]. The yield is 0.430. (2) The reactants are [Cl:1][C:2]1[CH:25]=[CH:24][C:5]([CH2:6][C:7]2[N:12]=[C:11]([NH:13][CH:14]3[CH2:19][CH2:18][NH:17][CH2:16][CH2:15]3)[N:10]=[C:9]([C:20]([OH:23])([CH3:22])[CH3:21])[CH:8]=2)=[CH:4][CH:3]=1.Cl[C:27]1[CH:32]=[CH:31][N:30]=[C:29]([CH3:33])[CH:28]=1.C(N(CC)CC)C. The catalyst is S1(CCCC1)(=O)=O.C(OCC)(=O)C. The product is [Cl:1][C:2]1[CH:3]=[CH:4][C:5]([CH2:6][C:7]2[N:12]=[C:11]([NH:13][CH:14]3[CH2:19][CH2:18][N:17]([C:27]4[CH:32]=[CH:31][N:30]=[C:29]([CH3:33])[CH:28]=4)[CH2:16][CH2:15]3)[N:10]=[C:9]([C:20]([OH:23])([CH3:22])[CH3:21])[CH:8]=2)=[CH:24][CH:25]=1. The yield is 0.400. (3) The reactants are [CH3:1][C:2]([C:9]([OH:11])=[O:10])([CH2:4][CH2:5][C:6]([OH:8])=[O:7])[NH2:3].Cl[C:13]([O:15][CH2:16][C:17]1[CH:22]=[CH:21][CH:20]=[CH:19][CH:18]=1)=[O:14]. The catalyst is [OH-].[Na+]. The product is [CH2:16]([O:15][C:13]([NH:3][C@:2]([CH3:1])([C:9]([OH:11])=[O:10])[CH2:4][CH2:5][C:6]([OH:8])=[O:7])=[O:14])[C:17]1[CH:22]=[CH:21][CH:20]=[CH:19][CH:18]=1. The yield is 0.830. (4) The reactants are [CH:1]1([NH:4][C:5]([C:7]2[CH:8]=[CH:9][C:10]([F:16])=[C:11](B(O)O)[CH:12]=2)=[O:6])[CH2:3][CH2:2]1.Cl[C:18]1[N:19]=[N:20][C:21]([CH3:24])=[CH:22][CH:23]=1.C([O-])([O-])=O.[Na+].[Na+]. The catalyst is O1CCOCC1.C1C=CC([P]([Pd]([P](C2C=CC=CC=2)(C2C=CC=CC=2)C2C=CC=CC=2)([P](C2C=CC=CC=2)(C2C=CC=CC=2)C2C=CC=CC=2)[P](C2C=CC=CC=2)(C2C=CC=CC=2)C2C=CC=CC=2)(C2C=CC=CC=2)C2C=CC=CC=2)=CC=1. The product is [CH:1]1([NH:4][C:5](=[O:6])[C:7]2[CH:8]=[CH:9][C:10]([F:16])=[C:11]([C:18]3[N:19]=[N:20][C:21]([CH3:24])=[CH:22][CH:23]=3)[CH:12]=2)[CH2:3][CH2:2]1. The yield is 0.720. (5) The reactants are [NH2:1][C:2]1[C:7]([Cl:8])=[N:6][CH:5]=[CH:4][N:3]=1.[CH3:9][O:10][C:11]1[CH:12]=[C:13]([CH:18]=[CH:19][CH:20]=1)[C:14](=O)[CH2:15]Br. The catalyst is O1CCOCC1. The product is [Cl:8][C:7]1[C:2]2[N:3]([CH:15]=[C:14]([C:13]3[CH:18]=[CH:19][CH:20]=[C:11]([O:10][CH3:9])[CH:12]=3)[N:1]=2)[CH:4]=[CH:5][N:6]=1. The yield is 0.190. (6) The reactants are [Cl:1][C:2]1[CH:7]=[CH:6][C:5]([F:8])=[CH:4][C:3]=1[C@H:9]1[CH2:13][CH2:12][CH2:11][N:10]1[C:14]1[CH:19]=[CH:18][N:17]2[N:20]=[CH:21][C:22]([NH2:23])=[C:16]2[N:15]=1.C1N=CN([C:29]([N:31]2[CH:35]=N[CH:33]=[CH:32]2)=[O:30])C=1.N1CC[C@H:38]([OH:41])C1. The catalyst is C(Cl)Cl. The product is [Cl:1][C:2]1[CH:7]=[CH:6][C:5]([F:8])=[CH:4][C:3]=1[C@H:9]1[CH2:13][CH2:12][CH2:11][N:10]1[C:14]1[CH:19]=[CH:18][N:17]2[N:20]=[CH:21][C:22]([NH:23][C:29]([N:31]3[CH2:32][CH2:33][C@H:38]([OH:41])[CH2:35]3)=[O:30])=[C:16]2[N:15]=1. The yield is 0.810.